This data is from Forward reaction prediction with 1.9M reactions from USPTO patents (1976-2016). The task is: Predict the product of the given reaction. (1) Given the reactants [Si:1](Cl)([C:4]([CH3:7])([CH3:6])[CH3:5])([CH3:3])[CH3:2].[NH:9]1[C:17]2[C:12](=[CH:13][CH:14]=[CH:15][C:16]=2[CH:18]([OH:20])[CH3:19])[CH:11]=[CH:10]1.N1C=CN=C1, predict the reaction product. The product is: [Si:1]([O:20][CH:18]([C:16]1[CH:15]=[CH:14][CH:13]=[C:12]2[C:17]=1[NH:9][CH:10]=[CH:11]2)[CH3:19])([C:4]([CH3:7])([CH3:6])[CH3:5])([CH3:3])[CH3:2]. (2) Given the reactants [C:1]1([S:7]([C:10]2[CH:15]=[CH:14][CH:13]=[CH:12][C:11]=2[NH:16][N:17]=[C:18]([C:21]#[N:22])[C:19]#[N:20])(=O)=[O:8])[CH:6]=[CH:5][CH:4]=[CH:3][CH:2]=1.C1(S(C2C=CC=CC=2N)(=O)=O)C=CC=CC=1.C(#N)CC#N.[OH2:44].[NH2:45][NH2:46], predict the reaction product. The product is: [NH2:22][C:21]1[C:18](=[N:17][NH:16][C:11]2[CH:12]=[CH:13][CH:14]=[CH:15][C:10]=2[S:7]([C:1]2[CH:6]=[CH:5][CH:4]=[CH:3][CH:2]=2)(=[O:8])=[O:44])[C:19]([NH2:20])=[N:46][N:45]=1. (3) Given the reactants [BrH:1].[CH3:2][N:3]1[CH2:7][CH2:6][CH2:5][C@@H:4]1[CH2:8][C:9]1[C:17]2[C:12](=[CH:13][CH:14]=[C:15]([CH:18]=[CH:19][S:20]([C:23]3[CH:28]=[CH:27][CH:26]=[CH:25][CH:24]=3)(=[O:22])=[O:21])[CH:16]=2)[NH:11][CH:10]=1.[H][H].Br, predict the reaction product. The product is: [BrH:1].[CH3:2][N:3]1[CH2:7][CH2:6][CH2:5][C@@H:4]1[CH2:8][C:9]1[C:17]2[C:12](=[CH:13][CH:14]=[C:15]([CH2:18][CH2:19][S:20]([C:23]3[CH:28]=[CH:27][CH:26]=[CH:25][CH:24]=3)(=[O:21])=[O:22])[CH:16]=2)[NH:11][CH:10]=1.[BrH:1]. (4) Given the reactants [NH2:1][C:2]1[CH:3]=[C:4]([CH:14]=[CH:15][C:16]=1[O:17][CH3:18])[C:5]([NH:7][C:8]1[CH:13]=[CH:12][CH:11]=[CH:10][CH:9]=1)=[O:6].[CH3:19][C:20]1[CH:21]=[C:22]([Bi]([C:22]2[CH:23]=[CH:24][CH:25]=[C:20]([CH3:19])[CH:21]=2)[C:22]2[CH:23]=[CH:24][CH:25]=[C:20]([CH3:19])[CH:21]=2)[CH:23]=[CH:24][CH:25]=1.C(N(CC)CC)C, predict the reaction product. The product is: [CH3:19][C:20]1[CH:25]=[C:24]([NH:1][C:2]2[CH:3]=[C:4]([CH:14]=[CH:15][C:16]=2[O:17][CH3:18])[C:5]([NH:7][C:8]2[CH:13]=[CH:12][CH:11]=[CH:10][CH:9]=2)=[O:6])[CH:23]=[CH:22][CH:21]=1. (5) Given the reactants [C:1]([O:5][C:6]([N:8]1[CH2:15][C@H:14]([OH:16])[CH2:13][C@H:9]1[C:10]([OH:12])=[O:11])=[O:7])([CH3:4])([CH3:3])[CH3:2].[CH3:17][N+]1([O-])CCOCC1, predict the reaction product. The product is: [O:16]=[C:14]1[CH2:15][N:8]([C:6]([O:5][C:1]([CH3:4])([CH3:2])[CH3:3])=[O:7])[C@H:9]([C:10]([O:12][CH3:17])=[O:11])[CH2:13]1. (6) Given the reactants [CH:1]1[CH2:5][CH2:4][CH2:3][CH:2]=1.C([O-])(=O)C.[K+].[C:11]([C:15]1[CH:20]=[CH:19][C:18]([C:21]2[C:29]3[C:24](=[CH:25][CH:26]=[C:27](OS(C(F)(F)F)(=O)=O)[CH:28]=3)[N:23]([CH2:38][C:39]3[CH:44]=[CH:43][CH:42]=[C:41]([O:45][CH3:46])[CH:40]=3)[C:22]=2[C:47]([O:49][CH2:50][CH3:51])=[O:48])=[CH:17][CH:16]=1)([CH3:14])([CH3:13])[CH3:12], predict the reaction product. The product is: [C:11]([C:15]1[CH:16]=[CH:17][C:18]([C:21]2[C:29]3[C:24](=[CH:25][CH:26]=[C:27]([CH:1]4[CH2:5][CH2:4][CH:3]=[CH:2]4)[CH:28]=3)[N:23]([CH2:38][C:39]3[CH:44]=[CH:43][CH:42]=[C:41]([O:45][CH3:46])[CH:40]=3)[C:22]=2[C:47]([O:49][CH2:50][CH3:51])=[O:48])=[CH:19][CH:20]=1)([CH3:14])([CH3:12])[CH3:13].